From a dataset of Forward reaction prediction with 1.9M reactions from USPTO patents (1976-2016). Predict the product of the given reaction. (1) Given the reactants [F:1][C:2]1[CH:3]=[C:4]([C:13](=O)[CH2:14][O:15][CH3:16])[CH:5]=[CH:6][C:7]=1[O:8][C:9]([F:12])([F:11])[F:10].Cl.[NH2:19][OH:20].C(N(CC)CC)C, predict the reaction product. The product is: [F:1][C:2]1[CH:3]=[C:4]([C:13](=[N:19][OH:20])[CH2:14][O:15][CH3:16])[CH:5]=[CH:6][C:7]=1[O:8][C:9]([F:12])([F:11])[F:10]. (2) Given the reactants [Br:1][C:2]1[C:7]2[O:8][CH:9]([C:12]([O:14][CH2:15][CH3:16])=[O:13])[CH2:10][NH:11][C:6]=2[CH:5]=[CH:4][CH:3]=1.[C:17](O[C:17]([O:19][C:20]([CH3:23])([CH3:22])[CH3:21])=[O:18])([O:19][C:20]([CH3:23])([CH3:22])[CH3:21])=[O:18].C(OCC)(=O)C, predict the reaction product. The product is: [Br:1][C:2]1[C:7]2[O:8][CH:9]([C:12]([O:14][CH2:15][CH3:16])=[O:13])[CH2:10][N:11]([C:17]([O:19][C:20]([CH3:23])([CH3:22])[CH3:21])=[O:18])[C:6]=2[CH:5]=[CH:4][CH:3]=1. (3) The product is: [CH3:62][O:63][C:64]1[CH:71]=[CH:70][C:67]([CH2:68][NH:69][C:2]2[N:7]=[C:6]3[NH:8][CH:9]=[C:10]([C:11](=[O:13])[CH3:12])[C:5]3=[CH:4][CH:3]=2)=[CH:66][CH:65]=1. Given the reactants Cl[C:2]1[N:7]=[C:6]2[NH:8][CH:9]=[C:10]([C:11](=[O:13])[CH3:12])[C:5]2=[CH:4][CH:3]=1.CC(C1C=C(C(C)C)C(C2C(P(C3CCCCC3)C3CCCCC3)=C(OC)C=CC=2OC)=C(C(C)C)C=1)C.[Li+].C[Si]([N-][Si](C)(C)C)(C)C.[CH3:62][O:63][C:64]1[CH:71]=[CH:70][C:67]([CH2:68][NH2:69])=[CH:66][CH:65]=1, predict the reaction product. (4) Given the reactants [Cl:1][C:2]1[N:7]=[CH:6][C:5]([O:8][CH2:9][CH:10]2[CH2:15][CH2:14][N:13]([CH2:16][C:17]([CH3:20])(O)[CH3:18])[CH2:12][CH2:11]2)=[CH:4][CH:3]=1.CCN(S(F)(F)[F:27])CC.C([O-])(O)=O.[Na+], predict the reaction product. The product is: [Cl:1][C:2]1[CH:3]=[CH:4][C:5]([O:8][CH2:9][CH:10]2[CH2:15][CH2:14][N:13]([CH2:16][C:17]([F:27])([CH3:20])[CH3:18])[CH2:12][CH2:11]2)=[CH:6][N:7]=1. (5) Given the reactants [F:1][C:2]1[CH:3]=[C:4]([OH:10])[CH:5]=[C:6]([F:9])[C:7]=1[F:8].[CH3:11][O:12][CH2:13][CH2:14][O:15][C:16]1[CH:24]=[CH:23][C:19]([C:20](O)=[O:21])=[CH:18][CH:17]=1, predict the reaction product. The product is: [CH3:11][O:12][CH2:13][CH2:14][O:15][C:16]1[CH:24]=[CH:23][C:19]([C:20]([O:10][C:4]2[CH:3]=[C:2]([F:1])[C:7]([F:8])=[C:6]([F:9])[CH:5]=2)=[O:21])=[CH:18][CH:17]=1. (6) Given the reactants CS([C:5]1[N:10]=[C:9]([C:11]2[N:15]3[CH:16]=[CH:17][CH:18]=[CH:19][C:14]3=[N:13][C:12]=2[C:20]2[CH:25]=[CH:24][CH:23]=[C:22]([CH3:26])[N:21]=2)[CH:8]=[CH:7][N:6]=1)(=O)=O.[CH3:27][O:28][CH2:29][CH2:30][NH2:31].C(O)(C(F)(F)F)=O, predict the reaction product. The product is: [CH3:27][O:28][CH2:29][CH2:30][NH:31][C:5]1[N:10]=[C:9]([C:11]2[N:15]3[CH:16]=[CH:17][CH:18]=[CH:19][C:14]3=[N:13][C:12]=2[C:20]2[CH:25]=[CH:24][CH:23]=[C:22]([CH3:26])[N:21]=2)[CH:8]=[CH:7][N:6]=1.